This data is from Reaction yield outcomes from USPTO patents with 853,638 reactions. The task is: Predict the reaction yield, written as a fraction of the theoretical maximum amount of product (1.0 means a 100% yield; for example, 0.34 means a 34% yield). (1) The product is [OH:4][C@H:5]1[CH2:6][CH2:7][C@H:8]([N:11]2[C:16](=[O:17])[C:15]([CH:18]([C:20]3[CH:25]=[CH:24][C:23]([C:26]4[C:27]([C:32]#[N:33])=[CH:28][CH:29]=[CH:30][CH:31]=4)=[CH:22][CH:21]=3)[CH3:19])=[C:14]([CH2:34][CH2:35][CH3:36])[N:13]3[N:37]=[CH:38][CH:39]=[C:12]23)[CH2:9][CH2:10]1. The catalyst is O1CCCC1.C(OCC)(=O)C. The yield is 0.990. The reactants are O1[C:5]2([CH2:10][CH2:9][CH:8]([N:11]3[C:16](=[O:17])[C:15]([CH:18]([C:20]4[CH:25]=[CH:24][C:23]([C:26]5[C:27]([C:32]#[N:33])=[CH:28][CH:29]=[CH:30][CH:31]=5)=[CH:22][CH:21]=4)[CH3:19])=[C:14]([CH2:34][CH2:35][CH3:36])[N:13]4[N:37]=[CH:38][CH:39]=[C:12]34)[CH2:7][CH2:6]2)[O:4]CC1.Cl.[OH-].[Na+]. (2) The reactants are [CH2:1]([C:4]([C:28]1[CH:36]=[CH:35][C:31]([C:32](O)=[O:33])=[CH:30][CH:29]=1)([CH2:8][O:9][C:10]1[CH:15]=[C:14]([CH3:16])[C:13]([C:17]2[CH:22]=[CH:21][C:20]([C:23]([F:26])([F:25])[F:24])=[CH:19][CH:18]=2)=[C:12]([CH3:27])[CH:11]=1)[CH2:5][CH:6]=[CH2:7])[CH:2]=[CH2:3].Cl.[CH3:38][O:39][C:40](=[O:44])[CH2:41][CH2:42][NH2:43].O.ON1C2C=CC=CC=2N=N1.C(N(CC)C(C)C)(C)C.Cl.CN(C)CCCN=C=NCC. The catalyst is CN(C=O)C.O. The product is [CH3:38][O:39][C:40](=[O:44])[CH2:41][CH2:42][NH:43][C:32](=[O:33])[C:31]1[CH:30]=[CH:29][C:28]([C:4]([CH2:1][CH:2]=[CH2:3])([CH2:8][O:9][C:10]2[CH:15]=[C:14]([CH3:16])[C:13]([C:17]3[CH:18]=[CH:19][C:20]([C:23]([F:24])([F:26])[F:25])=[CH:21][CH:22]=3)=[C:12]([CH3:27])[CH:11]=2)[CH2:5][CH:6]=[CH2:7])=[CH:36][CH:35]=1. The yield is 0.720. (3) The yield is 0.870. The product is [CH:8]([C:7]1[C:3]([C:2]([F:1])([F:10])[F:11])=[N:4][N:5]([CH2:19][C:20]([NH:22][C:23]2[S:27][C:26]3[CH2:28][CH2:29][CH2:30][CH2:31][C:25]=3[C:24]=2[C:32]([NH:34][CH3:35])=[O:33])=[O:21])[CH:6]=1)=[O:9]. The reactants are [F:1][C:2]([F:11])([F:10])[C:3]1[C:7]([CH:8]=[O:9])=[CH:6][NH:5][N:4]=1.CC(C)([O-])C.[K+].Br[CH2:19][C:20]([NH:22][C:23]1[S:27][C:26]2[CH2:28][CH2:29][CH2:30][CH2:31][C:25]=2[C:24]=1[C:32]([NH:34][CH3:35])=[O:33])=[O:21].[NH4+].[Cl-]. The catalyst is C1COCC1. (4) The reactants are [S-:1][C:2]#[N:3].[K+].C(O)(=O)C.Br[CH2:10][CH2:11][CH2:12][CH2:13][CH2:14][CH2:15][C:16]([F:25])([C:21]([F:24])([F:23])[F:22])[C:17]([F:20])([F:19])[F:18]. The catalyst is C(O)C. The product is [F:18][C:17]([F:19])([F:20])[C:16]([F:25])([C:21]([F:22])([F:23])[F:24])[CH2:15][CH2:14][CH2:13][CH2:12][CH2:11][CH2:10][S:1][C:2]#[N:3]. The yield is 0.970. (5) The reactants are [Cl:1][C:2]1[CH:7]=[CH:6][C:5]([C:8](=[O:11])[CH2:9][CH3:10])=[C:4]([NH:12][C:13]2[CH:18]=[CH:17][CH:16]=[CH:15][CH:14]=2)[CH:3]=1.C[Si]([N-][Si](C)(C)C)(C)C.[Na+].[O:29]1[CH:33]=[CH:32][N:31]=[C:30]1[C:34](Cl)=O. The catalyst is C1COCC1.CN(C=O)C. The product is [Cl:1][C:2]1[CH:3]=[C:4]2[C:5]([C:8](=[O:11])[C:9]([CH3:10])=[C:34]([C:30]3[O:29][CH:33]=[CH:32][N:31]=3)[N:12]2[C:13]2[CH:14]=[CH:15][CH:16]=[CH:17][CH:18]=2)=[CH:6][CH:7]=1. The yield is 0.236.